The task is: Predict the reaction yield, written as a fraction of the theoretical maximum amount of product (1.0 means a 100% yield; for example, 0.34 means a 34% yield).. This data is from Reaction yield outcomes from USPTO patents with 853,638 reactions. The reactants are [Cl:1][C:2]1[CH:3]=[CH:4][C:5]([NH:8][C:9](=[O:19])[C:10]2[CH:15]=[CH:14][CH:13]=[CH:12][C:11]=2[N+:16]([O-])=O)=[N:6][CH:7]=1. The product is [Cl:1][C:2]1[CH:3]=[CH:4][C:5]([NH:8][C:9](=[O:19])[C:10]2[CH:15]=[CH:14][CH:13]=[CH:12][C:11]=2[NH2:16])=[N:6][CH:7]=1. The yield is 0.830. The catalyst is O1CCCC1.C(OCC)(=O)C.[Ni].